From a dataset of NCI-60 drug combinations with 297,098 pairs across 59 cell lines. Regression. Given two drug SMILES strings and cell line genomic features, predict the synergy score measuring deviation from expected non-interaction effect. (1) Drug 1: CCCS(=O)(=O)NC1=C(C(=C(C=C1)F)C(=O)C2=CNC3=C2C=C(C=N3)C4=CC=C(C=C4)Cl)F. Drug 2: C(CC(=O)O)C(=O)CN.Cl. Cell line: EKVX. Synergy scores: CSS=-1.59, Synergy_ZIP=-1.45, Synergy_Bliss=-7.42, Synergy_Loewe=-9.45, Synergy_HSA=-9.32. (2) Drug 1: CC12CCC3C(C1CCC2=O)CC(=C)C4=CC(=O)C=CC34C. Drug 2: C1=NC(=NC(=O)N1C2C(C(C(O2)CO)O)O)N. Cell line: SF-295. Synergy scores: CSS=47.3, Synergy_ZIP=-0.912, Synergy_Bliss=-0.953, Synergy_Loewe=-3.19, Synergy_HSA=-0.275. (3) Synergy scores: CSS=9.04, Synergy_ZIP=3.11, Synergy_Bliss=2.41, Synergy_Loewe=-1.07, Synergy_HSA=0.0649. Cell line: DU-145. Drug 1: CNC(=O)C1=CC=CC=C1SC2=CC3=C(C=C2)C(=NN3)C=CC4=CC=CC=N4. Drug 2: CC1=C(C(=CC=C1)Cl)NC(=O)C2=CN=C(S2)NC3=CC(=NC(=N3)C)N4CCN(CC4)CCO.